This data is from Catalyst prediction with 721,799 reactions and 888 catalyst types from USPTO. The task is: Predict which catalyst facilitates the given reaction. Reactant: [CH3:1][O:2][C:3]1[CH:8]=[CH:7][C:6]([O:9][CH3:10])=[CH:5][C:4]=1[C:11](=[O:14])[CH2:12]Br.C1N2CN3CN(C2)C[N:16]1C3. Product: [CH3:1][O:2][C:3]1[CH:8]=[CH:7][C:6]([O:9][CH3:10])=[CH:5][C:4]=1[C:11](=[O:14])[CH2:12][NH2:16]. The catalyst class is: 30.